This data is from Reaction yield outcomes from USPTO patents with 853,638 reactions. The task is: Predict the reaction yield, written as a fraction of the theoretical maximum amount of product (1.0 means a 100% yield; for example, 0.34 means a 34% yield). (1) The reactants are O1C=C(CN)N=C1.[NH:8]1[CH:12]=[CH:11][C:10]([CH2:13][NH2:14])=[N:9]1.[F:15][C:16]1[CH:37]=[CH:36][C:19]([CH2:20][N:21]2[CH2:25][CH2:24][N:23]([C:26]3[CH:27]=[C:28]([CH:32]=[CH:33][N:34]=3)[C:29](O)=[O:30])[C:22]2=[O:35])=[CH:18][CH:17]=1. No catalyst specified. The product is [NH:8]1[CH:12]=[CH:11][C:10]([CH2:13][NH:14][C:29](=[O:30])[C:28]2[CH:32]=[CH:33][N:34]=[C:26]([N:23]3[CH2:24][CH2:25][N:21]([CH2:20][C:19]4[CH:18]=[CH:17][C:16]([F:15])=[CH:37][CH:36]=4)[C:22]3=[O:35])[CH:27]=2)=[N:9]1. The yield is 0.230. (2) The reactants are [CH3:1][O:2][C:3]1[CH:4]=[C:5]([N:11]2[CH2:20][C:19]3[C:14](=[N:15][C:16](S(C)=O)=[N:17][CH:18]=3)[N:13]([CH2:24][CH3:25])[C:12]2=[O:26])[CH:6]=[C:7]([O:9][CH3:10])[CH:8]=1.[CH3:27][N:28]1[CH2:33][CH2:32][N:31]([CH2:34][CH2:35][CH2:36][CH2:37][CH2:38][NH2:39])[CH2:30][CH2:29]1. No catalyst specified. The product is [CH3:1][O:2][C:3]1[CH:4]=[C:5]([N:11]2[CH2:20][C:19]3[C:14](=[N:15][C:16]([NH:39][CH2:38][CH2:37][CH2:36][CH2:35][CH2:34][N:31]4[CH2:30][CH2:29][N:28]([CH3:27])[CH2:33][CH2:32]4)=[N:17][CH:18]=3)[N:13]([CH2:24][CH3:25])[C:12]2=[O:26])[CH:6]=[C:7]([O:9][CH3:10])[CH:8]=1. The yield is 0.310. (3) The reactants are [O:1]=[CH:2][C:3]1[CH:11]=[CH:10][CH:9]=[C:6]([O:7][CH3:8])[C:4]=1[OH:5].C(O)(=O)C.[Cl:16]N1C(=O)CCC1=O. The catalyst is O. The product is [Cl:16][C:10]1[CH:9]=[C:6]([O:7][CH3:8])[C:4]([OH:5])=[C:3]([CH:11]=1)[CH:2]=[O:1]. The yield is 0.520.